This data is from Reaction yield outcomes from USPTO patents with 853,638 reactions. The task is: Predict the reaction yield, written as a fraction of the theoretical maximum amount of product (1.0 means a 100% yield; for example, 0.34 means a 34% yield). (1) The reactants are [N:1]1[N:2]=[CH:3][N:4]2[CH2:9][CH2:8][NH:7][CH2:6][C:5]=12.[Br:10][C:11]1[CH:16]=[CH:15][C:14]([NH:17][C:18]2[C:27]3[C:22](=[CH:23][C:24]([O:33][CH3:34])=[C:25]([O:28][CH2:29][CH2:30][CH2:31]Cl)[CH:26]=3)[N:21]=[CH:20][N:19]=2)=[C:13]([F:35])[CH:12]=1.C(Cl)Cl. The catalyst is CN(C=O)C. The product is [Br:10][C:11]1[CH:16]=[CH:15][C:14]([NH:17][C:18]2[C:27]3[C:22](=[CH:23][C:24]([O:33][CH3:34])=[C:25]([O:28][CH2:29][CH2:30][CH2:31][N:7]4[CH2:8][CH2:9][N:4]5[CH:3]=[N:2][N:1]=[C:5]5[CH2:6]4)[CH:26]=3)[N:21]=[CH:20][N:19]=2)=[C:13]([F:35])[CH:12]=1. The yield is 0.185. (2) The reactants are [CH3:1][O:2][C:3]1[CH:8]=[CH:7][C:6]([CH2:9][CH2:10][CH2:11][C:12]([OH:14])=[O:13])=[CH:5][CH:4]=1.S(=O)(=O)(O)O.[CH3:20]O. No catalyst specified. The product is [CH3:1][O:2][C:3]1[CH:4]=[CH:5][C:6]([CH2:9][CH2:10][CH2:11][C:12]([O:14][CH3:20])=[O:13])=[CH:7][CH:8]=1. The yield is 0.990.